This data is from Full USPTO retrosynthesis dataset with 1.9M reactions from patents (1976-2016). The task is: Predict the reactants needed to synthesize the given product. (1) The reactants are: [CH:1]1[C:13]2[N:12]([CH2:14][CH2:15][CH2:16][N:17]([CH3:19])[CH3:18])[C:11]3[C:6](=[CH:7][CH:8]=[CH:9][CH:10]=3)[C:5]=2[CH:4]=[CH:3][CH:2]=1.[Al+3].[Cl-].[Cl-].[Cl-].[C:24](Cl)(=[O:28])[CH:25]([CH3:27])[CH3:26]. Given the product [CH3:19][N:17]([CH3:18])[CH2:16][CH2:15][CH2:14][N:12]1[C:11]2[CH:10]=[CH:9][C:8]([C:24](=[O:28])[CH:25]([CH3:27])[CH3:26])=[CH:7][C:6]=2[C:5]2[C:13]1=[CH:1][CH:2]=[C:3]([C:24](=[O:28])[CH:25]([CH3:27])[CH3:26])[CH:4]=2, predict the reactants needed to synthesize it. (2) Given the product [F:24][C:25]1[CH:39]=[C:38]([F:40])[CH:37]=[CH:36][C:26]=1[CH2:27][O:28][C:29]1[CH:34]=[CH:33][N:32]([C:2]2[CH:3]=[CH:4][C:5]3[C:6]4[CH2:16][N:15]([C:17]([O:19][C:20]([CH3:23])([CH3:22])[CH3:21])=[O:18])[CH2:14][CH2:13][CH2:12][C:7]=4[N:8]([CH3:11])[C:9]=3[CH:10]=2)[C:31](=[O:35])[CH:30]=1, predict the reactants needed to synthesize it. The reactants are: Br[C:2]1[CH:3]=[CH:4][C:5]2[C:6]3[CH2:16][N:15]([C:17]([O:19][C:20]([CH3:23])([CH3:22])[CH3:21])=[O:18])[CH2:14][CH2:13][CH2:12][C:7]=3[N:8]([CH3:11])[C:9]=2[CH:10]=1.[F:24][C:25]1[CH:39]=[C:38]([F:40])[CH:37]=[CH:36][C:26]=1[CH2:27][O:28][C:29]1[CH:34]=[CH:33][NH:32][C:31](=[O:35])[CH:30]=1. (3) Given the product [CH2:18]([C:20]([OH:25])([CH2:23][CH3:24])[CH2:21][CH2:22][C:2]1[CH:3]=[C:4]([CH2:8][CH2:9][CH2:10][NH:11][C:12](=[O:17])[C:13]([F:16])([F:15])[F:14])[CH:5]=[CH:6][CH:7]=1)[CH3:19], predict the reactants needed to synthesize it. The reactants are: Br[C:2]1[CH:3]=[C:4]([CH2:8][CH2:9][CH2:10][NH:11][C:12](=[O:17])[C:13]([F:16])([F:15])[F:14])[CH:5]=[CH:6][CH:7]=1.[CH2:18]([C:20]([OH:25])([CH2:23][CH3:24])[C:21]#[CH:22])[CH3:19].C1(C)C=CC=CC=1P(C1C=CC=CC=1C)C1C=CC=CC=1C. (4) Given the product [Cl:1][C:2]1[CH:7]=[CH:6][CH:5]=[CH:4][C:3]=1[C:8]1[C:17]([CH2:18][NH:19][C:24]2[C:25]([C:29]([F:32])([F:31])[F:30])=[CH:26][N:27]=[C:22]([NH2:35])[N:23]=2)=[CH:16][C:15]2[C:10](=[C:11]([CH3:20])[CH:12]=[CH:13][CH:14]=2)[N:9]=1.[Cl:1][C:2]1[CH:7]=[CH:6][CH:5]=[CH:4][C:3]=1[C:8]1[C:17]([CH2:18][NH:19][C:22]2[N:27]=[C:26]([NH2:35])[C:25]([C:29]([F:32])([F:31])[F:30])=[CH:24][N:23]=2)=[CH:16][C:15]2[C:10](=[C:11]([CH3:20])[CH:12]=[CH:13][CH:14]=2)[N:9]=1, predict the reactants needed to synthesize it. The reactants are: [Cl:1][C:2]1[CH:7]=[CH:6][CH:5]=[CH:4][C:3]=1[C:8]1[C:17]([CH2:18][NH2:19])=[CH:16][C:15]2[C:10](=[C:11]([CH3:20])[CH:12]=[CH:13][CH:14]=2)[N:9]=1.Cl[C:22]1[N:27]=[C:26](Cl)[C:25]([C:29]([F:32])([F:31])[F:30])=[CH:24][N:23]=1.CC[N:35](C(C)C)C(C)C. (5) Given the product [CH3:21][O:22][CH2:23][CH2:24][NH:25][C:2]([C:4]1[CH:13]=[CH:12][C:7]([C:8]([O:10][CH3:11])=[O:9])=[CH:6][CH:5]=1)=[O:3], predict the reactants needed to synthesize it. The reactants are: Cl[C:2]([C:4]1[CH:13]=[CH:12][C:7]([C:8]([O:10][CH3:11])=[O:9])=[CH:6][CH:5]=1)=[O:3].C(N(CC)CC)C.[CH3:21][O:22][CH2:23][CH2:24][NH2:25]. (6) Given the product [CH2:17]([O:16][C:13]1[CH:14]=[CH:15][C:10]([N:7]2[C:8]([CH3:9])=[C:4]3[C:5]([C:21]([CH3:22])=[N:24][N:25]=[C:1]3[CH3:2])=[C:6]2[CH3:20])=[CH:11][CH:12]=1)[CH:18]=[CH2:19], predict the reactants needed to synthesize it. The reactants are: [C:1]([C:4]1[C:5]([C:21](=O)[CH3:22])=[C:6]([CH3:20])[N:7]([C:10]2[CH:15]=[CH:14][C:13]([O:16][CH2:17][CH:18]=[CH2:19])=[CH:12][CH:11]=2)[C:8]=1[CH3:9])(=O)[CH3:2].[NH2:24][NH2:25]. (7) Given the product [C@H:3]12[O:24][C@H:4]1[CH2:5][N:1]([C:6]([O:8][CH2:9][C:10]1[CH:15]=[CH:14][CH:13]=[CH:12][CH:11]=1)=[O:7])[CH2:2]2, predict the reactants needed to synthesize it. The reactants are: [N:1]1([C:6]([O:8][CH2:9][C:10]2[CH:15]=[CH:14][CH:13]=[CH:12][CH:11]=2)=[O:7])[CH2:5][CH:4]=[CH:3][CH2:2]1.ClC1C=CC=C(C(OO)=[O:24])C=1.